From a dataset of Catalyst prediction with 721,799 reactions and 888 catalyst types from USPTO. Predict which catalyst facilitates the given reaction. (1) Reactant: N(C(OCC)=O)=NC(OCC)=O.[C:13]([O:17][C:18](=[O:43])[NH:19][C@H:20]1[CH2:25][CH2:24][C@H:23]([CH2:26][CH:27]([OH:42])[CH2:28][C:29]2[C:38]3[C:33](=[CH:34][CH:35]=[C:36]([O:39][CH3:40])[N:37]=3)[N:32]=[CH:31][C:30]=2O)[CH2:22][CH2:21]1)([CH3:16])([CH3:15])[CH3:14].C1(P(C2C=CC=CC=2)C2C=CC=CC=2)C=CC=CC=1.C(OCC)(=O)C. Product: [C:13]([O:17][C:18](=[O:43])[NH:19][C@H:20]1[CH2:25][CH2:24][C@H:23]([CH2:26][CH:27]2[CH2:28][C:29]3=[C:38]4[C:33](=[N:32][CH:31]=[C:30]3[O:42]2)[CH:34]=[CH:35][C:36]([O:39][CH3:40])=[N:37]4)[CH2:22][CH2:21]1)([CH3:14])([CH3:16])[CH3:15]. The catalyst class is: 7. (2) Reactant: [CH2:1]([O:8][C:9]([N:11]1[CH2:20][CH2:19][C:18]2[C:13](=[CH:14][C:15]([CH2:21][N:22]3[CH2:26][CH2:25][CH:24]([NH:27]C(OC(C)(C)C)=O)[C:23]3=[O:35])=[CH:16][CH:17]=2)[CH2:12]1)=[O:10])[C:2]1[CH:7]=[CH:6][CH:5]=[CH:4][CH:3]=1.C(O)(C(F)(F)F)=O.CCN(CC)CC.[Cl:50][C:51]1[CH:52]=[CH:53][C:54]2[CH:58]=[C:57]([S:59](Cl)(=[O:61])=[O:60])[S:56][C:55]=2[CH:63]=1. Product: [CH2:1]([O:8][C:9]([N:11]1[CH2:20][CH2:19][C:18]2[C:13](=[CH:14][C:15]([CH2:21][N:22]3[CH2:26][CH2:25][CH:24]([NH:27][S:59]([C:57]4[S:56][C:55]5[CH:63]=[C:51]([Cl:50])[CH:52]=[CH:53][C:54]=5[CH:58]=4)(=[O:61])=[O:60])[C:23]3=[O:35])=[CH:16][CH:17]=2)[CH2:12]1)=[O:10])[C:2]1[CH:7]=[CH:6][CH:5]=[CH:4][CH:3]=1. The catalyst class is: 2. (3) Reactant: Cl.[CH:2]1([N:8]2[CH2:12][CH2:11][C:10]3([CH2:17][CH2:16][CH2:15][NH:14][CH2:13]3)[C:9]2=[O:18])[CH2:7][CH2:6][CH2:5][CH2:4][CH2:3]1.Br[C:20]1[CH:25]=[CH:24][CH:23]=[CH:22][C:21]=1[F:26].CC(C)([O-])C.[Na+]. Product: [CH:2]1([N:8]2[CH2:12][CH2:11][C:10]3([CH2:17][CH2:16][CH2:15][N:14]([C:20]4[CH:25]=[CH:24][CH:23]=[CH:22][C:21]=4[F:26])[CH2:13]3)[C:9]2=[O:18])[CH2:3][CH2:4][CH2:5][CH2:6][CH2:7]1. The catalyst class is: 16. (4) Reactant: C(OC(=O)[NH:7][C:8]1[CH:13]=[C:12]([N:14]([CH3:16])[CH3:15])[C:11]([Cl:17])=[CH:10][C:9]=1[NH:18][C:19](=[O:38])[CH2:20][C:21]([C:23]1[CH:28]=[CH:27][CH:26]=[C:25]([N:29]2[C:33]([CH2:34][N:35]([CH3:37])[CH3:36])=[CH:32][N:31]=[N:30]2)[CH:24]=1)=O)(C)(C)C.C(O)(C(F)(F)F)=O. Product: [Cl:17][C:11]1[C:12]([N:14]([CH3:16])[CH3:15])=[CH:13][C:8]2[N:7]=[C:21]([C:23]3[CH:28]=[CH:27][CH:26]=[C:25]([N:29]4[C:33]([CH2:34][N:35]([CH3:37])[CH3:36])=[CH:32][N:31]=[N:30]4)[CH:24]=3)[CH2:20][C:19](=[O:38])[NH:18][C:9]=2[CH:10]=1. The catalyst class is: 2. (5) Reactant: CCN(C(C)C)C(C)C.FC(F)(F)C(O)=O.[Br:17][C:18]1[CH:19]=[C:20]2[C:30](=[N:31][CH:32]=1)[NH:29][C:28](=[O:33])[C:22]1([CH2:27][CH2:26][NH:25][CH2:24][CH2:23]1)[CH2:21]2.[CH:34]1([C:39](O)=[O:40])[CH2:38][CH2:37][CH2:36][CH2:35]1.C1C=CC2N(O)N=NC=2C=1.CCN=C=NCCCN(C)C.Cl. Product: [Br:17][C:18]1[CH:19]=[C:20]2[C:30](=[N:31][CH:32]=1)[NH:29][C:28](=[O:33])[C:22]1([CH2:27][CH2:26][N:25]([C:39]([CH:34]3[CH2:38][CH2:37][CH2:36][CH2:35]3)=[O:40])[CH2:24][CH2:23]1)[CH2:21]2. The catalyst class is: 3. (6) Reactant: [Br:1][C:2]1[CH:7]=[CH:6][C:5]([OH:8])=[C:4]([Cl:9])[CH:3]=1.C(=O)([O-])[O-].[K+].[K+].Cl[CH2:17][C:18]([O:20][CH2:21][CH3:22])=[O:19].O. Product: [CH2:21]([O:20][C:18](=[O:19])[CH2:17][O:8][C:5]1[CH:6]=[CH:7][C:2]([Br:1])=[CH:3][C:4]=1[Cl:9])[CH3:22]. The catalyst class is: 3. (7) Reactant: [C:1]1([CH3:17])[CH:6]=[CH:5][C:4]([C:7]2[S:8][C:9]3[CH:15]=[CH:14][C:13]([NH2:16])=[CH:12][C:10]=3[N:11]=2)=[CH:3][CH:2]=1.[C:18](Cl)(=[O:22])[CH2:19][CH2:20][CH3:21].C(OCC)(=O)C. Product: [C:1]1([CH3:17])[CH:2]=[CH:3][C:4]([C:7]2[S:8][C:9]3[CH:15]=[CH:14][C:13]([NH:16][C:18](=[O:22])[CH2:19][CH2:20][CH3:21])=[CH:12][C:10]=3[N:11]=2)=[CH:5][CH:6]=1. The catalyst class is: 17.